Task: Predict the reaction yield, written as a fraction of the theoretical maximum amount of product (1.0 means a 100% yield; for example, 0.34 means a 34% yield).. Dataset: Reaction yield outcomes from USPTO patents with 853,638 reactions (1) The reactants are [Br:1][C:2]1[CH:3]=[C:4]2[C:9](=[CH:10][CH:11]=1)[N:8]=[CH:7][C:6]([C:12]([CH:14]1[CH2:16][CH2:15]1)=[O:13])=[C:5]2Cl.[CH3:18][N:19]([CH2:21][C:22]1[N:27]=[CH:26][C:25]([NH2:28])=[CH:24][CH:23]=1)[CH3:20]. No catalyst specified. The product is [Br:1][C:2]1[CH:3]=[C:4]2[C:9](=[CH:10][CH:11]=1)[N:8]=[CH:7][C:6]([C:12]([CH:14]1[CH2:16][CH2:15]1)=[O:13])=[C:5]2[NH:28][C:25]1[CH:26]=[N:27][C:22]([CH2:21][N:19]([CH3:20])[CH3:18])=[CH:23][CH:24]=1. The yield is 0.0800. (2) The reactants are Br[C:2]1[CH:3]=[CH:4][C:5]([CH2:8][CH2:9][CH3:10])=[N:6][CH:7]=1.[CH2:11](C([Sn])=C(CCCC)CCCC)[CH2:12]CC. The catalyst is CN(C=O)C.C1COCC1.O.C1C=CC([P]([Pd]([P](C2C=CC=CC=2)(C2C=CC=CC=2)C2C=CC=CC=2)([P](C2C=CC=CC=2)(C2C=CC=CC=2)C2C=CC=CC=2)[P](C2C=CC=CC=2)(C2C=CC=CC=2)C2C=CC=CC=2)(C2C=CC=CC=2)C2C=CC=CC=2)=CC=1. The product is [CH2:8]([C:5]1[CH:4]=[CH:3][C:2]([CH:11]=[CH2:12])=[CH:7][N:6]=1)[CH2:9][CH3:10]. The yield is 0.410. (3) The reactants are [CH3:1][O:2][C:3]1[CH:8]=[CH:7][C:6]([N:9]2[C:17]3[C:12](=[CH:13][CH:14]=[CH:15][CH:16]=3)[CH:11]=[C:10]2[C:18]2[CH:23]=[CH:22][CH:21]=[CH:20][CH:19]=2)=[CH:5][CH:4]=1.[Br:24]N1C(=O)CCC1=O. The catalyst is C(Cl)(Cl)(Cl)Cl.C(OOC(=O)C1C=CC=CC=1)(=O)C1C=CC=CC=1. The product is [Br:24][C:11]1[C:12]2[C:17](=[CH:16][CH:15]=[CH:14][CH:13]=2)[N:9]([C:6]2[CH:5]=[CH:4][C:3]([O:2][CH3:1])=[CH:8][CH:7]=2)[C:10]=1[C:18]1[CH:23]=[CH:22][CH:21]=[CH:20][CH:19]=1. The yield is 0.650. (4) The reactants are [Cl:1][C:2]1[CH:3]=[C:4]([NH:9][C:10]([NH:12][NH:13][C:14](=O)[CH2:15][O:16][C:17]2[CH:18]=[C:19]3[C:24](=[CH:25][CH:26]=2)[NH:23][C:22](=[O:27])[CH2:21][CH2:20]3)=[S:11])[CH:5]=[CH:6][C:7]=1[Cl:8].S(=O)(=O)(O)O. No catalyst specified. The product is [Cl:1][C:2]1[CH:3]=[C:4]([NH:9][C:10]2[S:11][C:14]([CH2:15][O:16][C:17]3[CH:18]=[C:19]4[C:24](=[CH:25][CH:26]=3)[NH:23][C:22](=[O:27])[CH2:21][CH2:20]4)=[N:13][N:12]=2)[CH:5]=[CH:6][C:7]=1[Cl:8]. The yield is 0.310. (5) The reactants are [NH2:1][C:2]1[N:9]=[CH:8][CH:7]=[CH:6][C:3]=1[C:4]#[N:5].Br[CH2:11][C:12](=O)[CH2:13][CH3:14].C(=O)(O)[O-].[Na+]. The catalyst is C(O)C. The product is [CH2:13]([C:12]1[N:1]=[C:2]2[C:3]([C:4]#[N:5])=[CH:6][CH:7]=[CH:8][N:9]2[CH:11]=1)[CH3:14]. The yield is 0.640. (6) The reactants are [F:1][C:2]([F:43])([F:42])[C:3]1[CH:4]=[C:5]([CH:39]=[CH:40][CH:41]=1)[CH2:6][NH:7][C:8](=[O:38])[C:9]1[CH:14]=[CH:13][N:12]=[C:11]([C:15]2[CH:20]=[C:19]([N:21]3[CH2:26][CH2:25][CH2:24][CH2:23][CH2:22]3)[CH:18]=[CH:17][C:16]=2[NH:27][C:28](=[O:37])[C:29]2([CH2:35]Cl)[CH:34]=[CH:33][CH:32]=[CH:31][NH:30]2)[CH:10]=1.[CH3:44][NH2:45]. The catalyst is ClCCl. The product is [F:1][C:2]([F:43])([F:42])[C:3]1[CH:4]=[C:5]([CH:39]=[CH:40][CH:41]=1)[CH2:6][NH:7][C:8](=[O:38])[C:9]1[CH:14]=[CH:13][N:12]=[C:11]([C:15]2[CH:20]=[C:19]([N:21]3[CH2:26][CH2:25][CH2:24][CH2:23][CH2:22]3)[CH:18]=[CH:17][C:16]=2[NH:27][C:28](=[O:37])[C:29]2([CH2:35][NH:45][CH3:44])[CH:34]=[CH:33][CH:32]=[CH:31][NH:30]2)[CH:10]=1. The yield is 0.740.